Dataset: Full USPTO retrosynthesis dataset with 1.9M reactions from patents (1976-2016). Task: Predict the reactants needed to synthesize the given product. (1) Given the product [F:1][C:2]1[CH:12]=[C:11]([NH:13][C:14]([C:16]2[CH:25]=[CH:24][C:23]3[C:22]([CH3:27])([CH3:26])[CH2:21][CH:20]=[C:19]([C:28]4[CH:29]=[CH:30][C:31]([CH3:34])=[CH:32][CH:33]=4)[C:18]=3[CH:17]=2)=[O:15])[CH:10]=[CH:9][C:3]=1[C:4]([OH:6])=[O:5], predict the reactants needed to synthesize it. The reactants are: [F:1][C:2]1[CH:12]=[C:11]([NH:13][C:14]([C:16]2[CH:25]=[CH:24][C:23]3[C:22]([CH3:27])([CH3:26])[CH2:21][CH:20]=[C:19]([C:28]4[CH:33]=[CH:32][C:31]([CH3:34])=[CH:30][CH:29]=4)[C:18]=3[CH:17]=2)=[O:15])[CH:10]=[CH:9][C:3]=1[C:4]([O:6]CC)=[O:5].[OH-].[Na+]. (2) Given the product [CH3:11][C:10]1[S:18][C:6]([C:5]2[CH:13]=[CH:14][CH:15]=[CH:16][C:4]=2[N+:1]([O-:3])=[O:2])=[N:8][CH:9]=1, predict the reactants needed to synthesize it. The reactants are: [N+:1]([C:4]1[CH:16]=[CH:15][CH:14]=[CH:13][C:5]=1[C:6]([NH:8][CH2:9][C:10](=O)[CH3:11])=O)([O-:3])=[O:2].P12(SP3(SP(SP(S3)(S1)=S)(=S)S2)=S)=[S:18].O.[OH-].[Na+]. (3) Given the product [C:1]([C:5]1[N:10]=[CH:9][C:8]([C:11]2[N:12]([C:32]([N:45]3[CH2:44][CH2:43][N:42]([CH2:41][CH2:40][C:39]([F:48])([F:49])[F:38])[CH2:47][CH2:46]3)=[O:33])[C@@:13]([C:25]3[CH:30]=[CH:29][C:28]([Cl:31])=[CH:27][CH:26]=3)([CH3:24])[C@@:14]([C:17]3[CH:18]=[CH:19][C:20]([Cl:23])=[CH:21][CH:22]=3)([CH3:16])[N:15]=2)=[C:7]([O:35][CH2:36][CH3:37])[CH:6]=1)([CH3:2])([CH3:3])[CH3:4], predict the reactants needed to synthesize it. The reactants are: [C:1]([C:5]1[N:10]=[CH:9][C:8]([C:11]2[N:12]([C:32](Cl)=[O:33])[C@@:13]([C:25]3[CH:30]=[CH:29][C:28]([Cl:31])=[CH:27][CH:26]=3)([CH3:24])[C@@:14]([C:17]3[CH:22]=[CH:21][C:20]([Cl:23])=[CH:19][CH:18]=3)([CH3:16])[N:15]=2)=[C:7]([O:35][CH2:36][CH3:37])[CH:6]=1)([CH3:4])([CH3:3])[CH3:2].[F:38][C:39]([F:49])([F:48])[CH2:40][CH2:41][N:42]1[CH2:47][CH2:46][NH:45][CH2:44][CH2:43]1. (4) The reactants are: [C:1]1([CH:7](O)[CH:8]=[CH:9][CH3:10])[CH:6]=[CH:5][CH:4]=[CH:3][CH:2]=1.Cl.CC[O:15]CC.C(=O)(O)[O-].[Na+]. Given the product [C:1]1([CH:7]=[CH:8][CH:9]([OH:15])[CH3:10])[CH:6]=[CH:5][CH:4]=[CH:3][CH:2]=1, predict the reactants needed to synthesize it. (5) Given the product [OH:30]/[N:31]=[C:24](\[NH2:25])/[C:23]1[CH:22]=[CH:21][C:20]([C:19]2[C:14]([O:13][CH2:12][C@H:10]3[CH2:11][C@@H:9]3[C:6]3[CH:5]=[CH:4][C:3]([O:2][CH3:1])=[CH:8][N:7]=3)=[N:15][C:16]([CH3:28])=[N:17][CH:18]=2)=[CH:27][CH:26]=1, predict the reactants needed to synthesize it. The reactants are: [CH3:1][O:2][C:3]1[CH:4]=[CH:5][C:6]([C@H:9]2[CH2:11][C@@H:10]2[CH2:12][O:13][C:14]2[C:19]([C:20]3[CH:27]=[CH:26][C:23]([C:24]#[N:25])=[CH:22][CH:21]=3)=[CH:18][N:17]=[C:16]([CH3:28])[N:15]=2)=[N:7][CH:8]=1.Cl.[OH:30][NH2:31].C(=O)([O-])[O-].[K+].[K+]. (6) Given the product [CH2:1]([N:8]1[CH2:13][CH2:12][C:11](=[N:14][NH:15][C:16]2[S:18][CH:20]=[C:21]([C:23]3[CH:28]=[CH:27][C:26]([O:29][CH3:30])=[CH:25][CH:24]=3)[N:17]=2)[CH2:10][CH2:9]1)[C:2]1[CH:3]=[CH:4][CH:5]=[CH:6][CH:7]=1, predict the reactants needed to synthesize it. The reactants are: [CH2:1]([N:8]1[CH2:13][CH2:12][C:11](=[N:14][NH:15][C:16](=[S:18])[NH2:17])[CH2:10][CH2:9]1)[C:2]1[CH:7]=[CH:6][CH:5]=[CH:4][CH:3]=1.Br[CH2:20][C:21]([C:23]1[CH:28]=[CH:27][C:26]([O:29][CH3:30])=[CH:25][CH:24]=1)=O.